This data is from Peptide-MHC class I binding affinity with 185,985 pairs from IEDB/IMGT. The task is: Regression. Given a peptide amino acid sequence and an MHC pseudo amino acid sequence, predict their binding affinity value. This is MHC class I binding data. (1) The MHC is HLA-B18:01 with pseudo-sequence HLA-B18:01. The binding affinity (normalized) is 0. The peptide sequence is LEREQIPTLI. (2) The peptide sequence is WLKDSAIMVA. The MHC is HLA-A02:02 with pseudo-sequence HLA-A02:02. The binding affinity (normalized) is 0.751.